From a dataset of Catalyst prediction with 721,799 reactions and 888 catalyst types from USPTO. Predict which catalyst facilitates the given reaction. (1) Reactant: [F:1][CH:2]([C:7]([O-:9])=O)[C:3]([O:5]C)=O.C[O-].[Na+].[CH3:13][O:14][C:15]1[CH:20]=[CH:19][C:18]([C@@H:21]([N:23]2[CH2:28][CH2:27][C@@H:26]([C:29]([F:32])([F:31])[F:30])[N:25]=[C:24]2[NH2:33])[CH3:22])=[CH:17][CH:16]=1.Cl. Product: [F:1][C:2]1[C:3](=[O:5])[N:25]2[C@@H:26]([C:29]([F:32])([F:30])[F:31])[CH2:27][CH2:28][N:23]([C@H:21]([C:18]3[CH:17]=[CH:16][C:15]([O:14][CH3:13])=[CH:20][CH:19]=3)[CH3:22])[C:24]2=[N:33][C:7]=1[OH:9]. The catalyst class is: 24. (2) Reactant: [PH2]([O-])=[O:2].[Na+].[C:5]([C:7]1[CH:12]=[CH:11][C:10]([C@@:13]2([CH3:38])[C:17](=[O:18])[N:16]([CH2:19][C:20]([O:22][CH2:23][C:24]3[CH:29]=[CH:28][CH:27]=[CH:26][CH:25]=3)=[O:21])[C:15](=[O:30])[N:14]2[CH2:31][C:32]2[CH:37]=[CH:36][CH:35]=[CH:34][CH:33]=2)=[CH:9][CH:8]=1)#N. Product: [CH:5]([C:7]1[CH:12]=[CH:11][C:10]([C@@:13]2([CH3:38])[C:17](=[O:18])[N:16]([CH2:19][C:20]([O:22][CH2:23][C:24]3[CH:25]=[CH:26][CH:27]=[CH:28][CH:29]=3)=[O:21])[C:15](=[O:30])[N:14]2[CH2:31][C:32]2[CH:33]=[CH:34][CH:35]=[CH:36][CH:37]=2)=[CH:9][CH:8]=1)=[O:2]. The catalyst class is: 769. (3) Reactant: Br[C:2]1[CH:7]=[CH:6][CH:5]=[CH:4][C:3]=1[CH:8]([CH3:10])[CH3:9].[C:11]([Cu])#[N:12]. Product: [CH:8]([C:3]1[CH:4]=[CH:5][CH:6]=[CH:7][C:2]=1[C:11]#[N:12])([CH3:10])[CH3:9]. The catalyst class is: 3. (4) Reactant: [CH2:1](N)[CH2:2]CC.[C:6]([N:13]1[CH:17]=[CH:16]N=[CH:14]1)([N:8]1[CH:12]=[CH:11][N:10]=[CH:9]1)=[O:7].O. Product: [CH2:17]([N:13]([CH3:14])[C:6]([N:8]1[CH:12]=[CH:11][N:10]=[CH:9]1)=[O:7])[CH2:16][CH2:1][CH3:2]. The catalyst class is: 1. (5) Reactant: [C:1]1([NH:7][C:8]2[CH:20]=[CH:19][C:11]([C:12]([NH:14][CH2:15][C:16]([OH:18])=O)=[O:13])=[CH:10][CH:9]=2)[CH:6]=[CH:5][CH:4]=[CH:3][CH:2]=1.CCN(C(C)C)C(C)C.C1C=CC2N(O)N=NC=2C=1.CCN=C=NCCCN(C)C.Cl.Cl.Cl.[Cl:54][C:55]1[CH:60]=[CH:59][CH:58]=[CH:57][C:56]=1[NH:61][CH:62]1[CH2:67][CH2:66][NH:65][CH2:64][CH2:63]1. Product: [Cl:54][C:55]1[CH:60]=[CH:59][CH:58]=[CH:57][C:56]=1[NH:61][CH:62]1[CH2:67][CH2:66][N:65]([C:16](=[O:18])[CH2:15][NH:14][C:12](=[O:13])[C:11]2[CH:10]=[CH:9][C:8]([NH:7][C:1]3[CH:2]=[CH:3][CH:4]=[CH:5][CH:6]=3)=[CH:20][CH:19]=2)[CH2:64][CH2:63]1. The catalyst class is: 18. (6) Reactant: [Cl:1][C:2]1[CH:7]=[CH:6][C:5]([C:8](=O)[CH3:9])=[C:4]([OH:11])[CH:3]=1.Cl.[NH2:13][OH:14]. The catalyst class is: 17. Product: [Cl:1][C:2]1[CH:7]=[CH:6][C:5]([C:8](=[N:13][OH:14])[CH3:9])=[C:4]([OH:11])[CH:3]=1. (7) Reactant: [C:1]([OH:8])(=[O:7])/[CH:2]=[CH:3]/[C:4]([OH:6])=[O:5].[C:9]([OH:21])(=[O:20])[CH2:10][C:11]([CH2:16][C:17]([OH:19])=[O:18])([C:13]([OH:15])=[O:14])[OH:12]. Product: [OH:19][CH2:17][CH:16]([CH2:11][OH:12])[OH:5].[C:1]([OH:8])(=[O:7])/[CH:2]=[CH:3]/[C:4]([OH:6])=[O:5].[C:9]([OH:21])(=[O:20])[CH2:10][C:11]([CH2:16][C:17]([OH:19])=[O:18])([C:13]([OH:15])=[O:14])[OH:12]. The catalyst class is: 610. (8) Reactant: [Li][CH2:2][CH2:3][CH2:4][CH3:5].[CH2:6]([O:13][S:14](C1CC1)(=[O:16])=[O:15])[C:7]1[CH:12]=[CH:11][CH:10]=[CH:9][CH:8]=1.CI. Product: [CH3:2][C:3]1([S:14]([O:13][CH2:6][C:7]2[CH:8]=[CH:9][CH:10]=[CH:11][CH:12]=2)(=[O:15])=[O:16])[CH2:5][CH2:4]1. The catalyst class is: 1.